This data is from Catalyst prediction with 721,799 reactions and 888 catalyst types from USPTO. The task is: Predict which catalyst facilitates the given reaction. (1) The catalyst class is: 22. Reactant: O=[C:2]1[CH2:7][CH2:6][N:5]([C:8]([O:10][C:11]([CH3:14])([CH3:13])[CH3:12])=[O:9])[CH2:4][CH2:3]1.N1CCCC1.[C:20]([NH2:24])(=[O:23])[C:21]#[CH:22]. Product: [O:23]=[C:20]1[CH:21]=[CH:22][C:3]2[CH2:4][N:5]([C:8]([O:10][C:11]([CH3:14])([CH3:13])[CH3:12])=[O:9])[CH2:6][CH2:7][C:2]=2[NH:24]1. (2) Reactant: [Cl:1]([O-:5])(=[O:4])(=[O:3])=[O:2].CO[C:8]1[CH:13]=[CH:12][C:11]([N:14]=[N:15][C:16]2[N:20]([CH3:21])[CH:19]=[CH:18][N+:17]=2[CH3:22])=[CH:10][CH:9]=1.[NH2:23][C:24]1[CH:28]=[CH:27][NH:26][N:25]=1. Product: [Cl:1]([O-:5])(=[O:4])(=[O:3])=[O:2].[NH2:23][C:24]1[CH:28]=[CH:27][N:26]([C:8]2[CH:13]=[CH:12][C:11]([N:14]=[N:15][C:16]3[N:20]([CH3:21])[CH:19]=[CH:18][N+:17]=3[CH3:22])=[CH:10][CH:9]=2)[N:25]=1. The catalyst class is: 41. (3) Product: [CH2:1]([O:3][C:4]([C:6]1[N:10]([CH2:11][C:12]2[CH:13]=[CH:14][C:15]([C:18]3[CH:23]=[CH:22][CH:21]=[CH:20][C:19]=3[C:24]3[N:28]([C:29]([C:42]4[CH:43]=[CH:44][CH:45]=[CH:46][CH:47]=4)([C:36]4[CH:37]=[CH:38][CH:39]=[CH:40][CH:41]=4)[C:30]4[CH:35]=[CH:34][CH:33]=[CH:32][CH:31]=4)[N:27]=[N:26][N:25]=3)=[CH:16][CH:17]=2)[C:9]([CH2:48][CH2:49][CH3:50])=[N:8][C:7]=1[CH2:51][S:52][CH2:53][CH2:54][O:55][S:57]([CH3:56])(=[O:59])=[O:58])=[O:5])[CH3:2]. Reactant: [CH2:1]([O:3][C:4]([C:6]1[N:10]([CH2:11][C:12]2[CH:17]=[CH:16][C:15]([C:18]3[CH:23]=[CH:22][CH:21]=[CH:20][C:19]=3[C:24]3[N:28]([C:29]([C:42]4[CH:47]=[CH:46][CH:45]=[CH:44][CH:43]=4)([C:36]4[CH:41]=[CH:40][CH:39]=[CH:38][CH:37]=4)[C:30]4[CH:35]=[CH:34][CH:33]=[CH:32][CH:31]=4)[N:27]=[N:26][N:25]=3)=[CH:14][CH:13]=2)[C:9]([CH2:48][CH2:49][CH3:50])=[N:8][C:7]=1[CH2:51][S:52][CH2:53][CH2:54][OH:55])=[O:5])[CH3:2].[CH3:56][S:57](Cl)(=[O:59])=[O:58].C(N(CC)C(C)C)(C)C. The catalyst class is: 2. (4) Reactant: [CH3:1][C:2]1[CH:7]=[CH:6][C:5]([N:8]([C:52]2[CH:57]=[CH:56][C:55]([CH3:58])=[CH:54][CH:53]=2)[C:9]2[CH:22]=[CH:21][C:20]3[C:19]([C:24]4[CH:29]=[CH:28][CH:27]=[CH:26][CH:25]=4)(O)[C:18]4[C:13](=[CH:14][CH:15]=[C:16]([N:30]([C:38]5[CH:43]=[CH:42][C:41]([CH3:44])=[CH:40][CH:39]=5)[C:31]5[CH:36]=[CH:35][C:34]([CH3:37])=[CH:33][CH:32]=5)[CH:17]=4)[C:12]([C:46]4[CH:51]=[CH:50][CH:49]=[CH:48][CH:47]=4)(O)[C:11]=3[CH:10]=2)=[CH:4][CH:3]=1.[I-].[Na+].O.[PH2]([O-])=O.[Na+].O. Product: [CH3:44][C:41]1[CH:40]=[CH:39][C:38]([N:30]([C:31]2[CH:36]=[CH:35][C:34]([CH3:37])=[CH:33][CH:32]=2)[C:16]2[CH:15]=[CH:14][C:13]3[C:18](=[C:19]([C:24]4[CH:29]=[CH:28][CH:27]=[CH:26][CH:25]=4)[C:20]4[C:11]([C:12]=3[C:46]3[CH:47]=[CH:48][CH:49]=[CH:50][CH:51]=3)=[CH:10][C:9]([N:8]([C:5]3[CH:6]=[CH:7][C:2]([CH3:1])=[CH:3][CH:4]=3)[C:52]3[CH:57]=[CH:56][C:55]([CH3:58])=[CH:54][CH:53]=3)=[CH:22][CH:21]=4)[CH:17]=2)=[CH:43][CH:42]=1. The catalyst class is: 15. (5) Reactant: [Cl:1][C:2]1[CH:7]=[CH:6][C:5]([C:8]2[N:12]([CH2:13][CH2:14][C:15]([F:18])([F:17])[F:16])[C:11](=[O:19])[N:10]([CH2:20][C:21](O)=[O:22])[N:9]=2)=[CH:4][CH:3]=1.C1C=CC2N(O)N=NC=2C=1.C(Cl)CCl.Cl.[CH3:39][C:40]1[N:44]=[C:43]([CH:45]([C:47]2[CH:52]=[CH:51][CH:50]=[C:49]([C:53]([F:56])([F:55])[F:54])[CH:48]=2)[NH2:46])[O:42][N:41]=1.C(N(CC)C(C)C)(C)C. Product: [Cl:1][C:2]1[CH:7]=[CH:6][C:5]([C:8]2[N:12]([CH2:13][CH2:14][C:15]([F:18])([F:17])[F:16])[C:11](=[O:19])[N:10]([CH2:20][C:21]([NH:46][CH:45]([C:43]3[O:42][N:41]=[C:40]([CH3:39])[N:44]=3)[C:47]3[CH:52]=[CH:51][CH:50]=[C:49]([C:53]([F:56])([F:54])[F:55])[CH:48]=3)=[O:22])[N:9]=2)=[CH:4][CH:3]=1. The catalyst class is: 3.